From a dataset of Full USPTO retrosynthesis dataset with 1.9M reactions from patents (1976-2016). Predict the reactants needed to synthesize the given product. (1) Given the product [CH2:3]1[C:4]2([CH2:5][N:6]([CH2:8][C:9]3[CH:14]=[CH:13][C:12]([O:15][CH:22]4[CH2:23][N:24]([C:26]([C:28]5[O:29][C:30]([C:33]6[CH:38]=[CH:37][CH:36]=[CH:35][CH:34]=6)=[N:31][N:32]=5)=[O:27])[CH2:25]4)=[CH:11][C:10]=3[Cl:16])[CH2:7]2)[CH2:1][O:2]1, predict the reactants needed to synthesize it. The reactants are: [CH2:1]1[C:4]2([CH2:7][N:6]([CH2:8][C:9]3[CH:14]=[CH:13][C:12]([OH:15])=[CH:11][C:10]=3[Cl:16])[CH2:5]2)[CH2:3][O:2]1.CS(O[CH:22]1[CH2:25][N:24]([C:26]([C:28]2[O:29][C:30]([C:33]3[CH:38]=[CH:37][CH:36]=[CH:35][CH:34]=3)=[N:31][N:32]=2)=[O:27])[CH2:23]1)(=O)=O.C([O-])([O-])=O.[Cs+].[Cs+]. (2) Given the product [CH:27]([NH:30][C:4]([C:6]1[N:7]=[N:8][C:9]([NH:12][CH2:13][C:14]2[C:15]([C:20]3[CH:21]=[CH:22][C:23]([F:26])=[CH:24][CH:25]=3)=[N:16][O:17][C:18]=2[CH3:19])=[CH:10][CH:11]=1)=[O:3])([CH3:29])[CH3:28], predict the reactants needed to synthesize it. The reactants are: C([O:3][C:4]([C:6]1[N:7]=[N:8][C:9]([NH:12][CH2:13][C:14]2[C:15]([C:20]3[CH:25]=[CH:24][C:23]([F:26])=[CH:22][CH:21]=3)=[N:16][O:17][C:18]=2[CH3:19])=[CH:10][CH:11]=1)=O)C.[CH:27]([NH2:30])([CH3:29])[CH3:28]. (3) The reactants are: C([O:3][C:4](=[O:34])[CH2:5][CH2:6][C:7]1[CH:12]=[CH:11][C:10]([O:13][C:14]2[CH:19]=[C:18]([F:20])[CH:17]=[C:16]([O:21][C:22]3[CH:27]=[CH:26][C:25]([C:28]([F:31])([F:30])[F:29])=[CH:24][C:23]=3Br)[CH:15]=2)=[CH:9][C:8]=1[CH3:33])C.[C:35]1([OH:41])[CH:40]=[CH:39][CH:38]=[CH:37][CH:36]=1. Given the product [F:20][C:18]1[CH:19]=[C:14]([CH:15]=[C:16]([O:21][C:22]2[CH:27]=[CH:26][C:25]([C:28]([F:29])([F:30])[F:31])=[CH:24][C:23]=2[O:41][C:35]2[CH:40]=[CH:39][CH:38]=[CH:37][CH:36]=2)[CH:17]=1)[O:13][C:10]1[CH:11]=[CH:12][C:7]([CH2:6][CH2:5][C:4]([OH:3])=[O:34])=[C:8]([CH3:33])[CH:9]=1, predict the reactants needed to synthesize it. (4) Given the product [CH3:1][C:2]([CH3:17])([CH3:18])[CH2:3][N:4]1[C:12]2[C:7](=[C:8]([CH2:14][CH2:15][CH3:16])[C:9]([O:13][CH2:20][CH2:21][CH2:22][CH2:23][O:24][C:25]3[CH:32]=[CH:31][C:28]([C:29]4[NH:45][N:44]=[N:43][N:30]=4)=[CH:27][CH:26]=3)=[CH:10][CH:11]=2)[CH:6]=[CH:5]1, predict the reactants needed to synthesize it. The reactants are: [CH3:1][C:2]([CH3:18])([CH3:17])[CH2:3][N:4]1[C:12]2[C:7](=[C:8]([CH2:14][CH2:15][CH3:16])[C:9]([OH:13])=[CH:10][CH:11]=2)[CH:6]=[CH:5]1.Br[CH2:20][CH2:21][CH2:22][CH2:23][O:24][C:25]1[CH:32]=[CH:31][C:28]([C:29]#[N:30])=[CH:27][CH:26]=1.C([O-])([O-])=O.[K+].[K+].C[Si]([N:43]=[N+:44]=[N-:45])(C)C.C([Sn](=O)CCCC)CCC. (5) The reactants are: [CH3:1][O:2][C:3]1[CH:21]=[CH:20][C:6]([CH2:7][N:8]2[C:13]3=[N:14][NH:15][CH:16]=[C:12]3[C:11](=[O:17])[N:10]([CH3:18])[C:9]2=[O:19])=[CH:5][CH:4]=1.Br[CH2:23][C:24]1[CH:29]=[CH:28][C:27]([N:30]2[CH:34]=[CH:33][CH:32]=[N:31]2)=[CH:26][CH:25]=1.C([O-])([O-])=O.[K+].[K+]. Given the product [N:30]1([C:27]2[CH:28]=[CH:29][C:24]([CH2:23][N:15]3[CH:16]=[C:12]4[C:13]([N:8]([CH2:7][C:6]5[CH:5]=[CH:4][C:3]([O:2][CH3:1])=[CH:21][CH:20]=5)[C:9](=[O:19])[N:10]([CH3:18])[C:11]4=[O:17])=[N:14]3)=[CH:25][CH:26]=2)[CH:34]=[CH:33][CH:32]=[N:31]1, predict the reactants needed to synthesize it. (6) Given the product [CH3:93][O:92][N:91]([CH3:90])[C:86]([C:83]1[CH:84]=[CH:85][C:80]2[N:81]([C:77]([S:76][C:7]3[CH:8]=[C:9]4[C:14](=[CH:15][CH:16]=3)[N:13]=[CH:12][C:11]([N:17]3[CH2:18][CH2:19][O:20][CH2:21][CH2:22]3)=[CH:10]4)=[N:78][N:79]=2)[N:82]=1)=[O:88], predict the reactants needed to synthesize it. The reactants are: FC(F)(F)S(O[C:7]1[CH:8]=[C:9]2[C:14](=[CH:15][CH:16]=1)[N:13]=[CH:12][C:11]([N:17]1[CH2:22][CH2:21][O:20][CH2:19][CH2:18]1)=[CH:10]2)(=O)=O.C(N(CC)C(C)C)(C)C.CC1(C)C2C(=C(P(C3C=CC=CC=3)C3C=CC=CC=3)C=CC=2)OC2C(P(C3C=CC=CC=3)C3C=CC=CC=3)=CC=CC1=2.[SH:76][C:77]1[N:81]2[N:82]=[C:83]([C:86]([O:88]C)=O)[CH:84]=[CH:85][C:80]2=[N:79][N:78]=1.[CH3:90][NH:91][O:92][CH3:93].